From a dataset of Full USPTO retrosynthesis dataset with 1.9M reactions from patents (1976-2016). Predict the reactants needed to synthesize the given product. (1) Given the product [Br:10][CH2:17][CH2:16][CH2:15][CH:14]([C:18]([F:20])([F:19])[F:21])[CH2:13][C:12]([F:11])([C:22]([F:24])([F:25])[F:23])[C:26]([F:27])([F:28])[F:29], predict the reactants needed to synthesize it. The reactants are: N[C@H](C(O)=O)C(S)(C)C.[BrH:10].[F:11][C:12]([C:26]([F:29])([F:28])[F:27])([C:22]([F:25])([F:24])[F:23])[CH2:13][CH:14]([C:18]([F:21])([F:20])[F:19])[CH2:15][CH:16]=[CH2:17]. (2) The reactants are: [CH:1]1[C:10]2[C:5](=[CH:6][CH:7]=[CH:8][CH:9]=2)[CH:4]=[C:3]([C:11]([OH:13])=O)[N:2]=1.ON1C2C=CC=CC=2N=N1.Cl.CN(C)CCCN=C=NCC.[NH2:36][CH2:37][CH2:38][CH2:39][CH2:40][N:41]1[C:53]2[C:52]3[CH:51]=[CH:50][CH:49]=[CH:48][C:47]=3[N:46]=[C:45]([NH2:54])[C:44]=2[N:43]=[C:42]1[CH2:55][CH2:56][O:57][CH3:58]. Given the product [NH2:54][C:45]1[C:44]2[N:43]=[C:42]([CH2:55][CH2:56][O:57][CH3:58])[N:41]([CH2:40][CH2:39][CH2:38][CH2:37][NH:36][C:11]([C:3]3[N:2]=[CH:1][C:10]4[C:5]([CH:4]=3)=[CH:6][CH:7]=[CH:8][CH:9]=4)=[O:13])[C:53]=2[C:52]2[CH:51]=[CH:50][CH:49]=[CH:48][C:47]=2[N:46]=1, predict the reactants needed to synthesize it. (3) Given the product [F:3][C:2]([F:5])([F:4])[CH2:1][O:6][CH2:10][CH2:9][OH:8], predict the reactants needed to synthesize it. The reactants are: [CH2:1]([OH:6])[C:2]([F:5])([F:4])[F:3].C1(=O)O[CH2:10][CH2:9][O:8]1.C(N(CC)CC)C. (4) The reactants are: C([O:3][C:4]([C:6]1[N:7]=[CH:8][S:9][C:10]=1[NH:11][C:12]1[CH:13]=[N:14][CH:15]=[CH:16][CH:17]=1)=[O:5])C.[OH-].[K+]. Given the product [N:14]1[CH:15]=[CH:16][CH:17]=[C:12]([NH:11][C:10]2[S:9][CH:8]=[N:7][C:6]=2[C:4]([OH:5])=[O:3])[CH:13]=1, predict the reactants needed to synthesize it.